Dataset: NCI-60 drug combinations with 297,098 pairs across 59 cell lines. Task: Regression. Given two drug SMILES strings and cell line genomic features, predict the synergy score measuring deviation from expected non-interaction effect. (1) Drug 1: C#CCC(CC1=CN=C2C(=N1)C(=NC(=N2)N)N)C3=CC=C(C=C3)C(=O)NC(CCC(=O)O)C(=O)O. Drug 2: CS(=O)(=O)OCCCCOS(=O)(=O)C. Cell line: KM12. Synergy scores: CSS=5.01, Synergy_ZIP=-3.30, Synergy_Bliss=3.12, Synergy_Loewe=2.44, Synergy_HSA=2.01. (2) Drug 1: CC1=C(C(=CC=C1)Cl)NC(=O)C2=CN=C(S2)NC3=CC(=NC(=N3)C)N4CCN(CC4)CCO. Drug 2: CN(C(=O)NC(C=O)C(C(C(CO)O)O)O)N=O. Cell line: KM12. Synergy scores: CSS=4.56, Synergy_ZIP=-0.162, Synergy_Bliss=1.57, Synergy_Loewe=2.77, Synergy_HSA=0.972.